Regression. Given two drug SMILES strings and cell line genomic features, predict the synergy score measuring deviation from expected non-interaction effect. From a dataset of NCI-60 drug combinations with 297,098 pairs across 59 cell lines. Cell line: HCC-2998. Drug 1: CC=C1C(=O)NC(C(=O)OC2CC(=O)NC(C(=O)NC(CSSCCC=C2)C(=O)N1)C(C)C)C(C)C. Drug 2: C1C(C(OC1N2C=NC3=C2NC=NCC3O)CO)O. Synergy scores: CSS=60.9, Synergy_ZIP=-4.41, Synergy_Bliss=-12.3, Synergy_Loewe=-54.2, Synergy_HSA=-11.5.